From a dataset of Forward reaction prediction with 1.9M reactions from USPTO patents (1976-2016). Predict the product of the given reaction. (1) Given the reactants C([C:3]1[CH:4]=[C:5]([C:11]([O:13][C:14]([CH3:17])([CH3:16])[CH3:15])=[O:12])[CH:6]=[N:7][C:8]=1[CH:9]=C)=C.[O:18]=[O+][O-].[BH4-].[Na+].[CH3:23][OH:24], predict the reaction product. The product is: [OH:24][CH2:23][C:3]1[CH:4]=[C:5]([C:11]([O:13][C:14]([CH3:17])([CH3:16])[CH3:15])=[O:12])[CH:6]=[N:7][C:8]=1[CH2:9][OH:18]. (2) Given the reactants [N:1]1[CH:6]=[CH:5][CH:4]=[CH:3][C:2]=1[N:7]1[CH2:13][C:12]2[CH:14]=[C:15]([CH:18]=O)[CH:16]=[CH:17][C:11]=2[O:10][CH2:9][CH2:8]1.[S:20]1[CH2:24][C:23](=[O:25])[NH:22][C:21]1=[O:26].C([O-])(=O)C.[NH2+]1CCCCC1, predict the reaction product. The product is: [N:1]1[CH:6]=[CH:5][CH:4]=[CH:3][C:2]=1[N:7]1[CH2:13][C:12]2[CH:14]=[C:15]([CH:18]=[C:24]3[S:20][C:21](=[O:26])[NH:22][C:23]3=[O:25])[CH:16]=[CH:17][C:11]=2[O:10][CH2:9][CH2:8]1. (3) Given the reactants [OH:1][C:2]1[CH:11]=[CH:10][C:9]([N+:12]([O-:14])=[O:13])=[CH:8][C:3]=1[C:4]([O:6][CH3:7])=[O:5].[Cl:15][C:16]1[CH:21]=[CH:20][CH:19]=[CH:18][C:17]=1[CH:22]([C:24]1[CH:29]=[CH:28][C:27]([C:30]([F:33])([F:32])[F:31])=[CH:26][CH:25]=1)O.C1(C)C=CC=CC=1.C1(P(C2C=CC=CC=2)C2C=CC=CC=2)C=CC=CC=1, predict the reaction product. The product is: [Cl:15][C:16]1[CH:21]=[CH:20][CH:19]=[CH:18][C:17]=1[CH:22]([C:24]1[CH:29]=[CH:28][C:27]([C:30]([F:31])([F:32])[F:33])=[CH:26][CH:25]=1)[O:1][C:2]1[CH:11]=[CH:10][C:9]([N+:12]([O-:14])=[O:13])=[CH:8][C:3]=1[C:4]([O:6][CH3:7])=[O:5]. (4) Given the reactants [I:1][C:2]1[C:6]([C:7]2[CH:12]=[CH:11][N:10]=[C:9](SC)[N:8]=2)=[CH:5][N:4]([CH:15]([CH3:17])[CH3:16])[N:3]=1.O[O:19][S:20]([O-:22])=O.[K+].[CH3:24]CCCCC.CCOC(C)=O, predict the reaction product. The product is: [I:1][C:2]1[C:6]([C:7]2[CH:12]=[CH:11][N:10]=[C:9]([S:20]([CH3:24])(=[O:22])=[O:19])[N:8]=2)=[CH:5][N:4]([CH:15]([CH3:16])[CH3:17])[N:3]=1. (5) Given the reactants [CH2:1]([N:3]([C@H:47]1[CH2:52][CH2:51][C@H:50]([C:53]([O:55]C)=[O:54])[CH2:49][CH2:48]1)[S:4]([C:7]1[CH:8]=[C:9]([CH:44]=[CH:45][CH:46]=1)[C:10]([NH:12][C:13]1[S:14][C:15]2[CH2:43][CH2:42][CH2:41][CH2:40][C:16]=2[C:17]=1[C:18]([NH:20][C:21]1[CH:26]=[CH:25][C:24]([CH2:27][CH2:28][CH2:29][C:30]2[CH:39]=[CH:38][C:33]([C:34]([O:36]C)=[O:35])=[CH:32][CH:31]=2)=[CH:23][CH:22]=1)=[O:19])=[O:11])(=[O:6])=[O:5])[CH3:2].CO.[OH-].[Na+], predict the reaction product. The product is: [C:53]([C@H:50]1[CH2:51][CH2:52][C@H:47]([N:3]([CH2:1][CH3:2])[S:4]([C:7]2[CH:8]=[C:9]([CH:44]=[CH:45][CH:46]=2)[C:10]([NH:12][C:13]2[S:14][C:15]3[CH2:43][CH2:42][CH2:41][CH2:40][C:16]=3[C:17]=2[C:18]([NH:20][C:21]2[CH:26]=[CH:25][C:24]([CH2:27][CH2:28][CH2:29][C:30]3[CH:31]=[CH:32][C:33]([C:34]([OH:36])=[O:35])=[CH:38][CH:39]=3)=[CH:23][CH:22]=2)=[O:19])=[O:11])(=[O:6])=[O:5])[CH2:48][CH2:49]1)([OH:55])=[O:54]. (6) Given the reactants BrC1C=CC=CC=1[C:8]1[C:21]2[C:22]3=[C:23]4[C:18](=[CH:19][CH:20]=2)[CH:17]=[CH:16][CH:15]=[C:14]4[CH:13]=[CH:12][C:11]3=[CH:10][CH:9]=1.[CH2:24]([Li])[CH2:25][CH2:26][CH3:27].[CH:29]1[C:42]2[C:41](=[O:43])[C:40]3[C:35](=[CH:36][CH:37]=[CH:38][CH:39]=3)[C:34](=[O:44])[C:33]=2[CH:32]=[CH:31][CH:30]=1.[Cl-].[NH4+].[CH3:47][CH2:48][CH2:49][CH2:50][CH2:51][CH3:52], predict the reaction product. The product is: [C:24]1([C:8]2[CH:21]=[CH:22][C:11]([C:41]3([OH:43])[C:40]4[CH:39]=[CH:38][CH:37]=[CH:36][C:35]=4[C:34]([C:14]4[CH:23]=[CH:18][C:17]([C:8]5[C:21]6[C:22]7=[C:23]8[C:18](=[CH:19][CH:20]=6)[CH:17]=[CH:16][CH:15]=[C:14]8[CH:13]=[CH:12][C:11]7=[CH:10][CH:9]=5)=[CH:16][CH:15]=4)([OH:44])[C:33]4[C:42]3=[CH:29][CH:30]=[CH:31][CH:32]=4)=[CH:10][CH:9]=2)[C:52]2[C:47]3=[C:48]4[C:49](=[CH:50][CH:51]=2)[CH:52]=[CH:51][CH:50]=[C:49]4[CH:48]=[CH:47][C:27]3=[CH:26][CH:25]=1.